From a dataset of Full USPTO retrosynthesis dataset with 1.9M reactions from patents (1976-2016). Predict the reactants needed to synthesize the given product. (1) Given the product [CH3:1][O:2][C:3](=[O:20])[C:4]1[CH:9]=[C:8]([Br:21])[C:7]([O:10][CH2:11][C:12]2[CH:17]=[CH:16][CH:15]=[CH:14][CH:13]=2)=[CH:6][C:5]=1[OH:18], predict the reactants needed to synthesize it. The reactants are: [CH3:1][O:2][C:3](=[O:20])[C:4]1[CH:9]=[CH:8][C:7]([O:10][CH2:11][C:12]2[CH:17]=[CH:16][CH:15]=[CH:14][CH:13]=2)=[CH:6][C:5]=1[O:18]O.[Br:21]Br. (2) Given the product [CH3:35][C:36]1[C:40]([CH2:41][C:42]([N:30]2[CH2:31][C@@H:32]3[CH2:33][N:26]([C:21]4[CH:22]=[CH:23][CH:24]=[C:25]5[C:20]=4[CH:19]=[N:18][N:17]5[C:12]4[CH:13]=[CH:14][CH:15]=[CH:16][C:11]=4[F:10])[C:27](=[O:34])[C@@H:28]3[CH2:29]2)=[O:43])=[C:39]([CH3:45])[O:38][N:37]=1, predict the reactants needed to synthesize it. The reactants are: C(N(C(C)C)C(C)C)C.[F:10][C:11]1[CH:16]=[CH:15][CH:14]=[CH:13][C:12]=1[N:17]1[C:25]2[C:20](=[C:21]([N:26]3[CH2:33][C@@H:32]4[C@@H:28]([CH2:29][NH:30][CH2:31]4)[C:27]3=[O:34])[CH:22]=[CH:23][CH:24]=2)[CH:19]=[N:18]1.[CH3:35][C:36]1[C:40]([CH2:41][C:42](O)=[O:43])=[C:39]([CH3:45])[O:38][N:37]=1.F[P-](F)(F)(F)(F)F.CN(C(N1C2C(=NC=CC=2)[N+]([O-])=N1)=[N+](C)C)C. (3) Given the product [Br:12][C:11]1[CH:10]=[C:9]([Br:13])[S:8][C:7]=1[C:17](=[O:18])[CH3:16], predict the reactants needed to synthesize it. The reactants are: [Li]CCCC.Br[C:7]1[S:8][C:9]([Br:13])=[CH:10][C:11]=1[Br:12].[Cl-].[NH4+].[CH3:16][CH2:17][O:18]CC. (4) Given the product [NH2:7][CH2:8][C:9]1[CH:14]=[CH:13][C:12]([C:15]2[CH:20]=[CH:19][CH:18]=[CH:17][C:16]=2[O:21][CH2:22][CH3:23])=[C:11]([NH:24][C:25]([C:27]2[C:36](=[O:37])[C:35]3[C:30](=[CH:31][CH:32]=[CH:33][CH:34]=3)[NH:29][CH:28]=2)=[O:26])[CH:10]=1, predict the reactants needed to synthesize it. The reactants are: C(OC(=O)[NH:7][CH2:8][C:9]1[CH:14]=[CH:13][C:12]([C:15]2[CH:20]=[CH:19][CH:18]=[CH:17][C:16]=2[O:21][CH2:22][CH3:23])=[C:11]([NH:24][C:25]([C:27]2[C:36](=[O:37])[C:35]3[C:30](=[CH:31][CH:32]=[CH:33][CH:34]=3)[NH:29][CH:28]=2)=[O:26])[CH:10]=1)(C)(C)C. (5) Given the product [F:53][C:51]1([F:54])[CH2:52][CH:49]([C:47]#[C:48][C:27]2[CH:28]=[C:29]([C@@H:33]3[C@@H:37]([C:38]4[CH:43]=[CH:42][CH:41]=[C:40]([O:44][CH3:45])[CH:39]=4)[O:36][C:35](=[O:46])[NH:34]3)[CH:30]=[N:31][CH:32]=2)[CH2:50]1, predict the reactants needed to synthesize it. The reactants are: CN(C)CC#CC1C=C([C@@H]2[C@@H](C3C=CC=C(F)C=3)OC(=O)N2)C=NC=1.Br[C:27]1[CH:28]=[C:29]([C@@H:33]2[C@@H:37]([C:38]3[CH:43]=[CH:42][CH:41]=[C:40]([O:44][CH3:45])[CH:39]=3)[O:36][C:35](=[O:46])[NH:34]2)[CH:30]=[N:31][CH:32]=1.[C:47]([CH:49]1[CH2:52][C:51]([F:54])([F:53])[CH2:50]1)#[CH:48]. (6) Given the product [Cl:13][C:10]1[C:9]2[C:4](=[CH:5][C:6]([F:15])=[CH:7][C:8]=2[F:14])[N:3]=[C:2]([C:18]2[CH:19]=[CH:20][CH:21]=[C:22]([CH3:23])[C:17]=2[CH3:16])[C:11]=1[CH3:12], predict the reactants needed to synthesize it. The reactants are: Cl[C:2]1[C:11]([CH3:12])=[C:10]([Cl:13])[C:9]2[C:4](=[CH:5][C:6]([F:15])=[CH:7][C:8]=2[F:14])[N:3]=1.[CH3:16][C:17]1[C:22]([CH3:23])=[CH:21][CH:20]=[CH:19][C:18]=1B(O)O.C(=O)([O-])[O-].[K+].[K+].